Dataset: Full USPTO retrosynthesis dataset with 1.9M reactions from patents (1976-2016). Task: Predict the reactants needed to synthesize the given product. Given the product [Br:30][CH:2]1[CH2:28][CH2:27][C:5]2([O:9][C:8]([C:10]3[CH:11]=[CH:12][C:13]4[N:14]([N:16]=[CH:17][N:18]=4)[CH:15]=3)=[C:7]([C:19]3[CH:20]=[C:21]([CH3:25])[CH:22]=[CH:23][CH:24]=3)[C:6]2=[O:26])[CH2:4][CH2:3]1, predict the reactants needed to synthesize it. The reactants are: O[CH:2]1[CH2:28][CH2:27][C:5]2([O:9][C:8]([C:10]3[CH:11]=[CH:12][C:13]4[N:14]([N:16]=[CH:17][N:18]=4)[CH:15]=3)=[C:7]([C:19]3[CH:20]=[C:21]([CH3:25])[CH:22]=[CH:23][CH:24]=3)[C:6]2=[O:26])[CH2:4][CH2:3]1.C(Br)(Br)(Br)[Br:30].O1CCCC1.C1(P(C2C=CC=CC=2)C2C=CC=CC=2)C=CC=CC=1.